This data is from M1 muscarinic receptor antagonist screen with 61,756 compounds. The task is: Binary Classification. Given a drug SMILES string, predict its activity (active/inactive) in a high-throughput screening assay against a specified biological target. (1) The compound is s1c(C(=O)N2CCN(CC2)c2ccccc2)cc2c1n(nc2c1cc(OC)ccc1)C. The result is 0 (inactive). (2) The compound is S(c1nc(cc(NC(=O)N)n1)C)C. The result is 0 (inactive). (3) The compound is o1c2n[nH]c(c2c(c(CC(OCC)=O)c1=O)C)C. The result is 0 (inactive). (4) The drug is S(=O)(=O)(N1CCOCC1)c1cc(ccc1F)C(=O)Nc1ccc(c2nc3sccn3c2)cc1. The result is 0 (inactive). (5) The compound is s1c2c(CCCC2)c(c1NC(NC(=O)c1occc1)C(=O)c1ccccc1)C#N. The result is 0 (inactive). (6) The molecule is O1C(CCC1)CN1CNC(=NC1)Nc1nc2c(c(n1)C)cccc2. The result is 1 (active). (7) The molecule is O=C(N(C1CCCCC1)C1CCCCC1)NC(C(C)C)C(OC)=O. The result is 0 (inactive).